Dataset: Reaction yield outcomes from USPTO patents with 853,638 reactions. Task: Predict the reaction yield, written as a fraction of the theoretical maximum amount of product (1.0 means a 100% yield; for example, 0.34 means a 34% yield). (1) The reactants are [H-].[Al+3].[Li+].[H-].[H-].[H-].[CH3:7][C:8]([CH2:15][CH2:16][CH2:17][CH:18]([CH3:30])[CH2:19][CH2:20][CH2:21][CH:22]([CH3:29])[CH2:23][CH2:24][CH2:25][CH:26]([CH3:28])[CH3:27])=[CH:9][CH2:10][C:11](OC)=[O:12].S([O-])([O-])(=O)=O.[Na+].[Na+]. The catalyst is O1CCCC1. The product is [CH3:7][C:8]([CH2:15][CH2:16][CH2:17][CH:18]([CH3:30])[CH2:19][CH2:20][CH2:21][CH:22]([CH3:29])[CH2:23][CH2:24][CH2:25][CH:26]([CH3:28])[CH3:27])=[CH:9][CH2:10][CH2:11][OH:12]. The yield is 0.920. (2) The reactants are [CH:1]([C:3]1[CH:8]=[CH:7][CH:6]=[CH:5][N:4]=1)=[CH2:2].[N+](=[CH:11][C:12]([O:14][CH2:15][CH3:16])=[O:13])=[N-]. The catalyst is C1(C)C=CC=CC=1. The product is [N:4]1[CH:5]=[CH:6][CH:7]=[CH:8][C:3]=1[C@@H:1]1[CH2:2][C@H:11]1[C:12]([O:14][CH2:15][CH3:16])=[O:13]. The yield is 0.440. (3) The reactants are [NH2:1][C:2]1[N:10]=[CH:9][N:8]=[C:7]2[C:3]=1[N:4]=[CH:5][N:6]2[C@H:11]1[C@@H:15]2[O:16][C:17]([CH3:20])([CH3:19])[O:18][C@@H:14]2[C@@H:13]([CH2:21][N:22]([CH3:32])[CH:23]2[CH2:26][CH:25]([CH2:27][CH2:28][C:29](O)=[O:30])[CH2:24]2)[O:12]1.[O:33]1[CH2:36][CH:35]([C:37]2[CH:38]=[C:39]([NH2:44])[C:40]([NH2:43])=[CH:41][CH:42]=2)[CH2:34]1.C(N(CC)C(C)C)(C)C.F[P-](F)(F)(F)(F)F.C[N+](C)=C(N(C)C)ON1C2N=CC=CC=2N=N1. The catalyst is C(Cl)Cl. The product is [NH2:43][C:40]1[CH:41]=[CH:42][C:37]([CH:35]2[CH2:34][O:33][CH2:36]2)=[CH:38][C:39]=1[NH:44][C:29](=[O:30])[CH2:28][CH2:27][CH:25]1[CH2:26][CH:23]([N:22]([CH2:21][C@@H:13]2[C@@H:14]3[C@@H:15]([O:16][C:17]([CH3:20])([CH3:19])[O:18]3)[C@H:11]([N:6]3[CH:5]=[N:4][C:3]4[C:7]3=[N:8][CH:9]=[N:10][C:2]=4[NH2:1])[O:12]2)[CH3:32])[CH2:24]1. The yield is 0.820. (4) The catalyst is CN(C=O)C. The reactants are [O:1]=[C:2]1[CH:7]=[CH:6][C:5]([C:8]([O:10][CH3:11])=[O:9])=[CH:4][NH:3]1.[H-].[Na+].[CH2:14](I)[CH3:15].O. The yield is 0.790. The product is [CH2:14]([N:3]1[CH:4]=[C:5]([C:8]([O:10][CH3:11])=[O:9])[CH:6]=[CH:7][C:2]1=[O:1])[CH3:15].